This data is from Reaction yield outcomes from USPTO patents with 853,638 reactions. The task is: Predict the reaction yield, written as a fraction of the theoretical maximum amount of product (1.0 means a 100% yield; for example, 0.34 means a 34% yield). The reactants are [NH:1]1[C:5]2[CH:6]=[CH:7][CH:8]=[CH:9][C:4]=2[N:3]=[C:2]1[CH2:10][OH:11].[CH2:12](Br)[CH:13]=[CH2:14].C(N(CC)C(C)C)(C)C. The catalyst is CN(C=O)C. The product is [CH2:14]([N:1]1[C:5]2[CH:6]=[CH:7][CH:8]=[CH:9][C:4]=2[N:3]=[C:2]1[CH2:10][OH:11])[CH:13]=[CH2:12]. The yield is 0.280.